This data is from Reaction yield outcomes from USPTO patents with 853,638 reactions. The task is: Predict the reaction yield, written as a fraction of the theoretical maximum amount of product (1.0 means a 100% yield; for example, 0.34 means a 34% yield). (1) The reactants are [CH3:1][N:2]1[C:10]([CH2:11][N:12]2[CH2:17][CH2:16][CH:15]([CH:18]3[CH2:21][O:20][CH2:19]3)[CH2:14][CH2:13]2)=[N:9][C:8]2[C:3]1=[N:4][C:5]([NH:28][C:29]1[C:30]([NH2:35])=[CH:31][CH:32]=[CH:33][CH:34]=1)=[N:6][C:7]=2[N:22]1[CH2:27][CH2:26][O:25][CH2:24][CH2:23]1.[F:36][C:37]([F:42])([CH3:41])[C:38](O)=O.CCN(C(C)C)C(C)C.CN(C(ON1N=NC2C=CC=NC1=2)=[N+](C)C)C.F[P-](F)(F)(F)(F)F. The catalyst is CN(C=O)C. The product is [F:36][C:37]([C:41]1[N:28]([C:5]2[N:4]=[C:3]3[C:8]([N:9]=[C:10]([CH2:11][N:12]4[CH2:13][CH2:14][CH:15]([CH:18]5[CH2:21][O:20][CH2:19]5)[CH2:16][CH2:17]4)[N:2]3[CH3:1])=[C:7]([N:22]3[CH2:23][CH2:24][O:25][CH2:26][CH2:27]3)[N:6]=2)[C:29]2[CH:34]=[CH:33][CH:32]=[CH:31][C:30]=2[N:35]=1)([F:42])[CH3:38]. The yield is 0.270. (2) The yield is 0.720. The reactants are [Br:1][CH2:2][CH2:3][CH2:4][CH2:5][CH2:6][CH2:7][CH2:8][CH2:9][CH2:10][CH2:11][C:12]([OH:14])=[O:13].[CH2:15](O)[CH3:16].C(Cl)(Cl)Cl. The product is [Br:1][CH2:2][CH2:3][CH2:4][CH2:5][CH2:6][CH2:7][CH2:8][CH2:9][CH2:10][CH2:11][C:12]([O:14][CH2:15][CH3:16])=[O:13]. The catalyst is C1(C)C=CC(S(O)(=O)=O)=CC=1.O. (3) The reactants are [CH:1]([C:4]1[CH:9]=[C:8]([O:10][CH3:11])[C:7]([C:12]([F:15])([F:14])[F:13])=[CH:6][C:5]=1S(C1C=CC(C)=CC=1)(=O)=O)([CH3:3])[CH3:2].[OH-:26].[Na+].Cl. The catalyst is CO.O. The product is [CH:1]([C:4]1[CH:9]=[C:8]([O:10][CH3:11])[C:7]([C:12]([F:15])([F:14])[F:13])=[CH:6][C:5]=1[OH:26])([CH3:3])[CH3:2]. The yield is 0.810. (4) The reactants are [Cl:1][C:2]1[CH:11]=[C:10]([O:12][CH:13]([CH3:15])[CH3:14])[C:9]([N:16]2[CH:20]=[CH:19][CH:18]=[N:17]2)=[CH:8][C:3]=1[C:4](OC)=[O:5].[NH3:21]. The catalyst is CO. The product is [Cl:1][C:2]1[CH:11]=[C:10]([O:12][CH:13]([CH3:15])[CH3:14])[C:9]([N:16]2[CH:20]=[CH:19][CH:18]=[N:17]2)=[CH:8][C:3]=1[C:4]([NH2:21])=[O:5]. The yield is 0.311. (5) The catalyst is O1CCOCC1.O.C1C=CC([P]([Pd]([P](C2C=CC=CC=2)(C2C=CC=CC=2)C2C=CC=CC=2)([P](C2C=CC=CC=2)(C2C=CC=CC=2)C2C=CC=CC=2)[P](C2C=CC=CC=2)(C2C=CC=CC=2)C2C=CC=CC=2)(C2C=CC=CC=2)C2C=CC=CC=2)=CC=1. The yield is 0.807. The reactants are Br[C:2]1[CH:3]=[C:4]([C:14]([NH:16][CH2:17][C:18]2[C:19](=[O:26])[NH:20][C:21]([CH3:25])=[CH:22][C:23]=2[CH3:24])=[O:15])[C:5]2[CH:10]=[N:9][N:8]([CH:11]([CH3:13])[CH3:12])[C:6]=2[N:7]=1.[OH:27][CH2:28][C:29]1[CH:30]=[C:31](B(O)O)[CH:32]=[CH:33][CH:34]=1.C([O-])([O-])=O.[Na+].[Na+].CCOC(C)=O. The product is [CH3:24][C:23]1[CH:22]=[C:21]([CH3:25])[NH:20][C:19](=[O:26])[C:18]=1[CH2:17][NH:16][C:14]([C:4]1[C:5]2[CH:10]=[N:9][N:8]([CH:11]([CH3:13])[CH3:12])[C:6]=2[N:7]=[C:2]([C:33]2[CH:32]=[CH:31][CH:30]=[C:29]([CH2:28][OH:27])[CH:34]=2)[CH:3]=1)=[O:15]. (6) The reactants are [OH:1][CH2:2][CH2:3][C@H:4]1[CH2:9][CH2:8][C@H:7]([CH:10]([NH:14][C:15](=[O:21])[O:16][C:17]([CH3:20])([CH3:19])[CH3:18])[CH2:11][CH:12]=[O:13])[CH2:6][CH2:5]1.[C:22](OC(=O)C)(=[O:24])[CH3:23]. The catalyst is C(Cl)Cl.CN(C1C=CN=CC=1)C. The product is [C:22]([O:1][CH2:2][CH2:3][C@H:4]1[CH2:5][CH2:6][C@H:7]([CH:10]([NH:14][C:15]([O:16][C:17]([CH3:18])([CH3:20])[CH3:19])=[O:21])[CH2:11][CH:12]=[O:13])[CH2:8][CH2:9]1)(=[O:24])[CH3:23]. The yield is 0.886. (7) The yield is 0.700. The catalyst is CC(C)=O.[Zn]. The reactants are [Na].[C:2]([C:5]1[CH:10]=[CH:9][C:8]([CH2:11][N:12]2[C:25]3[C:20](=[CH:21][CH:22]=[CH:23][CH:24]=3)[C:19](=O)[C:18]3[CH:17]=[C:16]([F:27])[CH:15]=[CH:14][C:13]2=3)=[CH:7][CH:6]=1)([OH:4])=[O:3].Cl.[N+:29]([O-:32])([OH:31])=[O:30]. The product is [N+:29]([O-:32])([O-:31])=[O:30].[N+:29]([O-:32])([O-:31])=[O:30].[C:2]([C:5]1[CH:10]=[CH:9][C:8]([CH2:11][N+:12]2[C:25]3[C:20](=[CH:21][CH:22]=[CH:23][CH:24]=3)[C:19]([C:19]3[C:20]4[C:25]([N+:12]([CH2:11][C:8]5[CH:9]=[CH:10][C:5]([C:2]([OH:4])=[O:3])=[CH:6][CH:7]=5)=[C:13]5[C:18]=3[CH:17]=[C:16]([F:27])[CH:15]=[CH:14]5)=[CH:24][CH:23]=[CH:22][CH:21]=4)=[C:18]3[C:13]=2[CH:14]=[CH:15][C:16]([F:27])=[CH:17]3)=[CH:7][CH:6]=1)([OH:4])=[O:3]. (8) The reactants are [OH:1][NH:2][C:3]([CH:5]([CH2:9][CH:10]([CH3:12])[CH3:11])[C:6]([OH:8])=[O:7])=[O:4].CCN(C(C)C)C(C)C.[C:22](Cl)(=[O:27])[C:23]([CH3:26])([CH3:25])[CH3:24]. The catalyst is C(Cl)Cl. The product is [CH3:24][C:23]([CH3:26])([CH3:25])[C:22]([O:1][NH:2][C:3]([CH:5]([CH2:9][CH:10]([CH3:12])[CH3:11])[C:6]([OH:8])=[O:7])=[O:4])=[O:27]. The yield is 0.550. (9) The reactants are [NH2:1][C:2]1([C:13]2[CH:18]=[CH:17][C:16]([CH:19]([CH3:21])[CH3:20])=[CH:15][C:14]=2[O:22][CH3:23])[C:10](=[O:11])[C:9]2[C:4](=[CH:5][CH:6]=[CH:7][CH:8]=2)[C:3]1=[O:12].[CH:24]1([C:27](Cl)=[O:28])[CH2:26][CH2:25]1.C(N(CC)CC)C. The catalyst is ClCCl. The product is [CH:19]([C:16]1[CH:17]=[CH:18][C:13]([C:2]2([NH:1][C:27]([CH:24]3[CH2:26][CH2:25]3)=[O:28])[C:10](=[O:11])[C:9]3[C:4](=[CH:5][CH:6]=[CH:7][CH:8]=3)[C:3]2=[O:12])=[C:14]([O:22][CH3:23])[CH:15]=1)([CH3:21])[CH3:20]. The yield is 0.960. (10) The reactants are Cl[CH2:2][C:3]([NH:5][C:6]1[CH:11]=[CH:10][C:9]([CH:12]([N:18]2[CH:22]=[N:21][CH:20]=[N:19]2)[CH:13]([CH2:16][CH3:17])[CH2:14][CH3:15])=[CH:8][CH:7]=1)=[O:4].[CH3:23][N:24]1[CH2:29][CH2:28][NH:27][CH2:26][CH2:25]1.C([O-])([O-])=O.[K+].[K+].O. The catalyst is CC#N. The product is [CH2:14]([CH:13]([CH2:16][CH3:17])[CH:12]([C:9]1[CH:10]=[CH:11][C:6]([NH:5][C:3](=[O:4])[CH2:2][N:27]2[CH2:28][CH2:29][N:24]([CH3:23])[CH2:25][CH2:26]2)=[CH:7][CH:8]=1)[N:18]1[CH:22]=[N:21][CH:20]=[N:19]1)[CH3:15]. The yield is 0.358.